Dataset: Catalyst prediction with 721,799 reactions and 888 catalyst types from USPTO. Task: Predict which catalyst facilitates the given reaction. (1) Reactant: C1N=CN([C:6](N2C=NC=C2)=[O:7])C=1.[C:13]1([CH2:19][S:20]([NH2:23])(=[O:22])=[O:21])[CH:18]=[CH:17][CH:16]=[CH:15][CH:14]=1.Cl.Cl.[NH2:26][CH:27]1[CH2:32][CH2:31][N:30]([C:33]2[C:43]([C:44]#[N:45])=[CH:42][C:36]([C:37]([O:39][CH2:40][CH3:41])=[O:38])=[C:35]([CH3:46])[N:34]=2)[CH2:29][CH2:28]1.CCN(C(C)C)C(C)C. Product: [CH2:19]([S:20]([NH:23][C:6]([NH:26][CH:27]1[CH2:32][CH2:31][N:30]([C:33]2[C:43]([C:44]#[N:45])=[CH:42][C:36]([C:37]([O:39][CH2:40][CH3:41])=[O:38])=[C:35]([CH3:46])[N:34]=2)[CH2:29][CH2:28]1)=[O:7])(=[O:21])=[O:22])[C:13]1[CH:14]=[CH:15][CH:16]=[CH:17][CH:18]=1. The catalyst class is: 26. (2) Product: [NH:4]1[C:5]([CH2:6][C:7]2[C:15]3[C:10](=[CH:11][CH:12]=[CH:13][CH:14]=3)[N:9]([CH2:16][C:17]([C:19]3[CH:24]=[CH:23][CH:22]=[CH:21][CH:20]=3)=[O:18])[CH:8]=2)=[N:1][N:2]=[N:3]1. Reactant: [NH:1]1[C:5]([CH2:6][C:7]2[C:15]3[C:10](=[CH:11][CH:12]=[CH:13][CH:14]=3)[N:9]([CH2:16][CH:17]([C:19]3[CH:24]=[CH:23][CH:22]=[CH:21][CH:20]=3)[OH:18])[CH:8]=2)=[N:4][N:3]=[N:2]1.CC(OI1(OC(C)=O)(OC(C)=O)OC(=O)C2C=CC=CC1=2)=O. The catalyst class is: 2. (3) Reactant: N12CCCN=C1CCCCC2.[Br:12][CH:13]([C:16]1[C:24]2[O:23][C:22]([C:25]3[CH:30]=[CH:29][C:28]([OH:31])=[CH:27][CH:26]=3)=[N:21][C:20]=2[CH:19]=[C:18]([OH:32])[CH:17]=1)[CH2:14]Br.Cl. Product: [Br:12][C:13]([C:16]1[C:24]2[O:23][C:22]([C:25]3[CH:30]=[CH:29][C:28]([OH:31])=[CH:27][CH:26]=3)=[N:21][C:20]=2[CH:19]=[C:18]([OH:32])[CH:17]=1)=[CH2:14]. The catalyst class is: 10. (4) Reactant: [CH:1]12[CH2:7][CH:4]([CH2:5][CH2:6]1)[CH:3]=[CH:2]2.[C:8]([O:13][CH3:14])(=[O:12])[C:9]([CH3:11])=[CH2:10].N(C(C)(C)C#N)=NC(C)(C)C#N.CC[Al](Cl)CC.CC[Al](Cl)Cl.Cl.CO. Product: [CH:1]12[CH2:7][CH:4]([CH2:5][CH2:6]1)[CH:3]=[CH:2]2.[C:8]([O:13][CH3:14])(=[O:12])[C:9]([CH3:11])=[CH2:10]. The catalyst class is: 11. (5) Reactant: [C:1]([O:5][C:6]([N:8]1[CH2:13][CH2:12][CH:11]([NH2:14])[CH:10]([OH:15])[CH2:9]1)=[O:7])([CH3:4])([CH3:3])[CH3:2].[C:16](=N)([C:23]1[CH:28]=[CH:27][CH:26]=[CH:25][CH:24]=1)[C:17]1[CH:22]=[CH:21][CH:20]=[CH:19][CH:18]=1.C(N(CC)CC)C. Product: [C:1]([O:5][C:6]([N:8]1[CH2:13][CH2:12][C@@H:11]([N:14]=[C:16]([C:17]2[CH:22]=[CH:21][CH:20]=[CH:19][CH:18]=2)[C:23]2[CH:28]=[CH:27][CH:26]=[CH:25][CH:24]=2)[C@H:10]([OH:15])[CH2:9]1)=[O:7])([CH3:4])([CH3:2])[CH3:3]. The catalyst class is: 11. (6) Reactant: [Cl:1][C:2]1[C:3]([O:10][CH3:11])=[CH:4][C:5]([CH3:9])=[C:6]([CH:8]=1)[NH2:7].[C:12](O[C:12]([O:14][C:15]([CH3:18])([CH3:17])[CH3:16])=[O:13])([O:14][C:15]([CH3:18])([CH3:17])[CH3:16])=[O:13]. Product: [Cl:1][C:2]1[C:3]([O:10][CH3:11])=[CH:4][C:5]([CH3:9])=[C:6]([NH:7][C:12](=[O:13])[O:14][C:15]([CH3:18])([CH3:17])[CH3:16])[CH:8]=1. The catalyst class is: 7. (7) Reactant: [C:1]12([C:17]([O:19][CH2:20][CH3:21])=[O:18])[CH2:6][CH:5]1[CH2:4][N:3](C(OCC1C=CC=CC=1)=O)[CH2:2]2. Product: [C:1]12([C:17]([O:19][CH2:20][CH3:21])=[O:18])[CH2:6][CH:5]1[CH2:4][NH:3][CH2:2]2. The catalyst class is: 178.